Dataset: Catalyst prediction with 721,799 reactions and 888 catalyst types from USPTO. Task: Predict which catalyst facilitates the given reaction. (1) Reactant: [CH2:1]([O:3][C:4]([C:6]1[CH:7]([C:18]([F:21])([F:20])[F:19])[O:8][C:9]2[C:14]([CH:15]=1)=[CH:13][C:12]([Cl:16])=[CH:11][C:10]=2I)=[O:5])[CH3:2].[CH3:22][CH:23]([CH3:26])[C:24]#[CH:25]. Product: [Cl:16][C:12]1[CH:13]=[C:14]2[C:9](=[C:10]([C:25]#[C:24][CH:23]([CH3:26])[CH3:22])[CH:11]=1)[O:8][CH:7]([C:18]([F:21])([F:20])[F:19])[C:6]([C:4]([O:3][CH2:1][CH3:2])=[O:5])=[CH:15]2. The catalyst class is: 205. (2) Reactant: [CH3:1][O:2][C:3]1[CH:4]=[CH:5][C:6]2[NH:12][C:11](=[O:13])[N:10]([CH:14]3[CH2:19][CH2:18][NH:17][CH2:16][CH2:15]3)[CH2:9][CH2:8][C:7]=2[CH:20]=1.Cl[C:22]1[N:27]=[CH:26][N:25]=[C:24]([O:28][C:29]2[CH:30]=[C:31]([C:39]([F:42])([F:41])[F:40])[C:32]3[N:36]=[C:35]([CH3:37])[NH:34][C:33]=3[CH:38]=2)[CH:23]=1.CCN(C(C)C)C(C)C. Product: [CH3:1][O:2][C:3]1[CH:4]=[CH:5][C:6]2[NH:12][C:11](=[O:13])[N:10]([CH:14]3[CH2:19][CH2:18][N:17]([C:22]4[CH:23]=[C:24]([O:28][C:29]5[CH:30]=[C:31]([C:39]([F:40])([F:41])[F:42])[C:32]6[N:36]=[C:35]([CH3:37])[NH:34][C:33]=6[CH:38]=5)[N:25]=[CH:26][N:27]=4)[CH2:16][CH2:15]3)[CH2:9][CH2:8][C:7]=2[CH:20]=1. The catalyst class is: 3. (3) Reactant: [Br:1][C:2]1[CH:7]=[CH:6][C:5]([C@H:8]([NH:13][C:14]([O:16][C:17]([CH3:20])([CH3:19])[CH3:18])=[O:15])[CH2:9][C:10]([OH:12])=[O:11])=[CH:4][CH:3]=1.[CH3:21]N(C(ON1N=NC2C=CC=CC1=2)=[N+](C)C)C.[B-](F)(F)(F)F.C1C=CC2N(O)N=NC=2C=1.CCN(C(C)C)C(C)C. Product: [CH3:21][O:11][C:10](=[O:12])[CH2:9][C@H:8]([C:5]1[CH:4]=[CH:3][C:2]([Br:1])=[CH:7][CH:6]=1)[NH:13][C:14]([O:16][C:17]([CH3:20])([CH3:19])[CH3:18])=[O:15]. The catalyst class is: 61. (4) Reactant: [Na+].[Na+].[P:3]([O-:32])([O-:31])([O:5][CH2:6][N:7]1[C:16]2[C:11](=[C:12]([F:21])[CH:13]=[CH:14][C:15]=2[O:17][CH2:18][CH2:19][CH3:20])[C:10](=[O:22])[C:9]([C:23]2[CH:28]=[CH:27][C:26]([O:29][CH3:30])=[CH:25][CH:24]=2)=[CH:8]1)=[O:4].[Cl-].[Ca+2:34].[Cl-]. Product: [Ca+2:34].[P:3]([O-:32])([O-:31])([O:5][CH2:6][N:7]1[C:16]2[C:11](=[C:12]([F:21])[CH:13]=[CH:14][C:15]=2[O:17][CH2:18][CH2:19][CH3:20])[C:10](=[O:22])[C:9]([C:23]2[CH:24]=[CH:25][C:26]([O:29][CH3:30])=[CH:27][CH:28]=2)=[CH:8]1)=[O:4]. The catalyst class is: 6. (5) The catalyst class is: 7. Reactant: [C:1]1([P:7]([C:14]2[CH:19]=[CH:18][CH:17]=[CH:16][CH:15]=2)[C:8]2[CH:13]=[CH:12][CH:11]=[CH:10][CH:9]=2)[CH:6]=[CH:5][CH:4]=[CH:3][CH:2]=1.[I-:20].[Na+].Cl[CH2:23][C:24]1[S:28][C:27]([C:29]2[CH:34]=[CH:33][C:32]([Cl:35])=[CH:31][CH:30]=2)=[N:26][C:25]=1[CH3:36]. Product: [I-:20].[Cl:35][C:32]1[CH:31]=[CH:30][C:29]([C:27]2[S:28][C:24]([CH2:23][P+:7]([C:1]3[CH:2]=[CH:3][CH:4]=[CH:5][CH:6]=3)([C:8]3[CH:13]=[CH:12][CH:11]=[CH:10][CH:9]=3)[C:14]3[CH:15]=[CH:16][CH:17]=[CH:18][CH:19]=3)=[C:25]([CH3:36])[N:26]=2)=[CH:34][CH:33]=1.